From a dataset of Full USPTO retrosynthesis dataset with 1.9M reactions from patents (1976-2016). Predict the reactants needed to synthesize the given product. The reactants are: [F-].C([N+](CCCC)(CCCC)CCCC)CCC.O1CCCC1.[Br:24][C:25]1[CH:26]=[N:27][CH:28]=[C:29]([C:31]2[CH:35]=[CH:34][N:33]([Si](C(C)C)(C(C)C)C(C)C)[CH:32]=2)[CH:30]=1. Given the product [Br:24][C:25]1[CH:26]=[N:27][CH:28]=[C:29]([C:31]2[CH:35]=[CH:34][NH:33][CH:32]=2)[CH:30]=1, predict the reactants needed to synthesize it.